From a dataset of Reaction yield outcomes from USPTO patents with 853,638 reactions. Predict the reaction yield, written as a fraction of the theoretical maximum amount of product (1.0 means a 100% yield; for example, 0.34 means a 34% yield). The reactants are [Cl:1][C:2]1[C:23]([Cl:24])=[CH:22][C:5]2[O:6][C@H:7]([CH2:10]OS(C3C=CC(C)=CC=3)(=O)=O)[CH2:8][O:9][C:4]=2[CH:3]=1.[C:25]1(=[O:35])[NH:29][C:28](=[O:30])[C:27]2=[CH:31][CH:32]=[CH:33][CH:34]=[C:26]12.[K].O. The catalyst is CN(C=O)C. The product is [Cl:1][C:2]1[C:23]([Cl:24])=[CH:22][C:5]2[O:6][C@@H:7]([CH2:10][N:29]3[C:25](=[O:35])[C:26]4[C:27](=[CH:31][CH:32]=[CH:33][CH:34]=4)[C:28]3=[O:30])[CH2:8][O:9][C:4]=2[CH:3]=1. The yield is 0.800.